This data is from Full USPTO retrosynthesis dataset with 1.9M reactions from patents (1976-2016). The task is: Predict the reactants needed to synthesize the given product. (1) Given the product [CH3:27][S:24]([N:21]1[CH2:22][CH2:23][CH:18]([NH:17][C:13]2[N:12]=[C:11]([N:7]3[C:6]4[CH:5]=[CH:4][CH:3]=[C:2]([C:33]5[C:29]([CH3:28])=[N:30][NH:31][CH:32]=5)[C:10]=4[N:9]=[N:8]3)[CH:16]=[CH:15][N:14]=2)[CH2:19][CH2:20]1)(=[O:26])=[O:25], predict the reactants needed to synthesize it. The reactants are: I[C:2]1[C:10]2[N:9]=[N:8][N:7]([C:11]3[CH:16]=[CH:15][N:14]=[C:13]([NH:17][CH:18]4[CH2:23][CH2:22][N:21]([S:24]([CH3:27])(=[O:26])=[O:25])[CH2:20][CH2:19]4)[N:12]=3)[C:6]=2[CH:5]=[CH:4][CH:3]=1.[CH3:28][C:29]1[C:33](B2OC(C)(C)C(C)(C)O2)=[CH:32][NH:31][N:30]=1.C([O-])([O-])=O.[Na+].[Na+].C1(C)C=CC=CC=1. (2) The reactants are: Cl.[NH2:2][CH2:3][C@@H:4]1[O:8][C:7](=[O:9])[N:6]([C:10]2[CH:23]=[CH:22][C:13]3[C:14]4[NH:15][N:16]=[CH:17][C:18]=4[CH2:19][CH2:20][CH2:21][C:12]=3[CH:11]=2)[CH2:5]1.[F:24][C:25]([F:36])([F:35])[C:26](O[C:26](=[O:27])[C:25]([F:36])([F:35])[F:24])=[O:27]. Given the product [F:24][C:25]([F:36])([F:35])[C:26]([NH:2][CH2:3][C@@H:4]1[O:8][C:7](=[O:9])[N:6]([C:10]2[CH:23]=[CH:22][C:13]3[C:14]4[NH:15][N:16]=[CH:17][C:18]=4[CH2:19][CH2:20][CH2:21][C:12]=3[CH:11]=2)[CH2:5]1)=[O:27], predict the reactants needed to synthesize it. (3) The reactants are: Cl[C:2]1[CH:7]=[CH:6][C:5]([N+:8]([O-])=O)=[CH:4][C:3]=1[S:11]([NH2:14])(=[O:13])=[O:12].C([NH2:22])C1C=CC=CC=1. Given the product [NH2:22][C:2]1[CH:7]=[CH:6][C:5]([NH2:8])=[CH:4][C:3]=1[S:11]([NH2:14])(=[O:13])=[O:12], predict the reactants needed to synthesize it. (4) The reactants are: C(OC(=O)[NH:7][C@:8]1([C:13]([NH:15][S:16]([C:19]2[CH:24]=[CH:23][CH:22]=[C:21]([O:25][CH2:26][C:27]3[CH:32]=[CH:31][CH:30]=[CH:29][CH:28]=3)[CH:20]=2)(=[O:18])=[O:17])=[O:14])[CH2:10][C@H:9]1[CH:11]=[CH2:12])(C)(C)C.[ClH:34]. Given the product [ClH:34].[NH2:7][C@:8]1([C:13]([NH:15][S:16]([C:19]2[CH:24]=[CH:23][CH:22]=[C:21]([O:25][CH2:26][C:27]3[CH:32]=[CH:31][CH:30]=[CH:29][CH:28]=3)[CH:20]=2)(=[O:18])=[O:17])=[O:14])[CH2:10][C@H:9]1[CH:11]=[CH2:12], predict the reactants needed to synthesize it. (5) Given the product [NH2:8][C:4]1[N:3]=[C:2]([NH:1][C:12](=[O:13])[C:11]2[C:10]([Cl:9])=[CH:18][CH:17]=[CH:16][C:15]=2[Cl:19])[CH:7]=[CH:6][CH:5]=1, predict the reactants needed to synthesize it. The reactants are: [NH2:1][C:2]1[CH:7]=[CH:6][CH:5]=[C:4]([NH2:8])[N:3]=1.[Cl:9][C:10]1[CH:18]=[CH:17][CH:16]=[C:15]([Cl:19])[C:11]=1[C:12](Cl)=[O:13]. (6) Given the product [C:1]([O:4][CH2:5][C:6]([CH2:8][S:17][C:14]1[CH:15]=[CH:16][C:11]([CH3:10])=[CH:12][CH:13]=1)=[O:7])(=[O:3])[CH3:2], predict the reactants needed to synthesize it. The reactants are: [C:1]([O:4][CH2:5][C:6]([CH2:8]Cl)=[O:7])(=[O:3])[CH3:2].[CH3:10][C:11]1[CH:16]=[CH:15][C:14]([SH:17])=[CH:13][CH:12]=1.C(N(CC)CC)C. (7) Given the product [C:1]([O:5][C:6]([N:8]1[CH2:9][CH2:10][N:11]([C:14]2[CH:19]=[CH:18][C:17]([C:20]3[N:23]=[C:29]([CH2:28][CH3:30])[O:22][N:21]=3)=[CH:16][C:15]=2[F:24])[CH2:12][CH2:13]1)=[O:7])([CH3:4])([CH3:2])[CH3:3], predict the reactants needed to synthesize it. The reactants are: [C:1]([O:5][C:6]([N:8]1[CH2:13][CH2:12][N:11]([C:14]2[CH:19]=[CH:18][C:17]([C:20](=[NH:23])[NH:21][OH:22])=[CH:16][C:15]=2[F:24])[CH2:10][CH2:9]1)=[O:7])([CH3:4])([CH3:3])[CH3:2].CCN(C(C)C)[CH:28]([CH3:30])[CH3:29].C(Cl)(=O)CC.